This data is from Peptide-MHC class I binding affinity with 185,985 pairs from IEDB/IMGT. The task is: Regression. Given a peptide amino acid sequence and an MHC pseudo amino acid sequence, predict their binding affinity value. This is MHC class I binding data. (1) The peptide sequence is NQLVKDESI. The MHC is HLA-A23:01 with pseudo-sequence HLA-A23:01. The binding affinity (normalized) is 0. (2) The peptide sequence is VTPDYADTLLH. The MHC is Mamu-A01 with pseudo-sequence Mamu-A01. The binding affinity (normalized) is 0.758. (3) The peptide sequence is MVCHRILTY. The MHC is HLA-B15:01 with pseudo-sequence HLA-B15:01. The binding affinity (normalized) is 0.608. (4) The peptide sequence is QEYADVFHLY. The MHC is HLA-B44:03 with pseudo-sequence HLA-B44:03. The binding affinity (normalized) is 0.826. (5) The MHC is HLA-B27:05 with pseudo-sequence HLA-B27:05. The peptide sequence is KAERKQREAL. The binding affinity (normalized) is 0.0430. (6) The peptide sequence is IPQSLCSWWTSL. The MHC is H-2-Ld with pseudo-sequence H-2-Ld. The binding affinity (normalized) is 0.993.